From a dataset of Full USPTO retrosynthesis dataset with 1.9M reactions from patents (1976-2016). Predict the reactants needed to synthesize the given product. (1) Given the product [C:6]([C:5]1[CH:8]=[CH:9][C:2]([N:16]2[CH:17]=[C:13]([CH3:12])[N:14]=[CH:15]2)=[C:3]([CH:4]=1)[C:10]#[N:11])#[CH:18], predict the reactants needed to synthesize it. The reactants are: F[C:2]1[CH:9]=[CH:8][C:5]([CH:6]=O)=[CH:4][C:3]=1[C:10]#[N:11].[CH3:12][C:13]1[N:14]=[CH:15][NH:16][CH:17]=1.[C:18]([O-])([O-])=O.[K+].[K+].[N+](=C(P(=O)(OC)OC)C(=O)C)=[N-]. (2) Given the product [Cl:15][C:16]1[C:17]([F:45])=[C:18]([NH:22][C:23]2[C:32]3[C:27](=[CH:28][C:29]([O:43][CH3:44])=[C:30]([CH2:33][N:34]([CH3:42])[C:35]4([C:39]([NH2:41])=[O:40])[CH2:38][N:37]([S:10]([CH3:1])(=[O:12])=[O:11])[CH2:36]4)[CH:31]=3)[N:26]=[CH:25][N:24]=2)[CH:19]=[CH:20][CH:21]=1, predict the reactants needed to synthesize it. The reactants are: [CH:1](N(C(C)C)CC)(C)C.[S:10](Cl)(Cl)(=[O:12])=[O:11].[Cl:15][C:16]1[C:17]([F:45])=[C:18]([NH:22][C:23]2[C:32]3[C:27](=[CH:28][C:29]([O:43][CH3:44])=[C:30]([CH2:33][N:34]([CH3:42])[C:35]4([C:39]([NH2:41])=[O:40])[CH2:38][NH:37][CH2:36]4)[CH:31]=3)[N:26]=[CH:25][N:24]=2)[CH:19]=[CH:20][CH:21]=1. (3) Given the product [CH3:14][N:15]1[CH2:20][CH2:19][C:18]([C:36]2[CH:37]=[CH:38][C:39]([F:42])=[CH:40][CH:41]=2)([CH2:21][N:22]([CH3:1])[C:23]([C:25]2[C:34]3[C:29](=[CH:30][CH:31]=[CH:32][CH:33]=3)[C:28]([F:35])=[CH:27][CH:26]=2)=[O:24])[CH2:17][CH2:16]1, predict the reactants needed to synthesize it. The reactants are: [C:1]([O-])(=O)CC(CC([O-])=O)(C([O-])=O)O.[CH3:14][N:15]1[CH2:20][CH2:19][C:18]([C:36]2[CH:41]=[CH:40][C:39]([F:42])=[CH:38][CH:37]=2)([CH2:21][NH:22][C:23]([C:25]2[C:34]3[C:29](=[CH:30][CH:31]=[CH:32][CH:33]=3)[C:28]([F:35])=[CH:27][CH:26]=2)=[O:24])[CH2:17][CH2:16]1. (4) Given the product [ClH:37].[NH2:11][CH2:12][C:13](=[O:36])[CH2:14][CH2:15][C:16]([O:18][CH2:19][CH2:20][CH2:21][CH2:22][CH2:23][CH2:24][CH2:25][C:26]([OH:28])=[O:27])=[O:17], predict the reactants needed to synthesize it. The reactants are: C([NH:11][CH2:12][C:13](=[O:36])[CH2:14][CH2:15][C:16]([O:18][CH2:19][CH2:20][CH2:21][CH2:22][CH2:23][CH2:24][CH2:25][C:26]([O:28]CC1C=CC=CC=1)=[O:27])=[O:17])(OCC1C=CC=CC=1)=O.[ClH:37].[H][H]. (5) Given the product [Cl:22][C:23]1[CH:28]=[CH:27][C:26]([C:2]2[CH:15]=[CH:14][C:5]([CH2:6][S:7][CH:8]3[CH2:12][CH2:11][O:10][C:9]3=[O:13])=[CH:4][CH:3]=2)=[CH:25][CH:24]=1, predict the reactants needed to synthesize it. The reactants are: Br[C:2]1[CH:15]=[CH:14][C:5]([CH2:6][S:7][CH:8]2[CH2:12][CH2:11][O:10][C:9]2=[O:13])=[CH:4][CH:3]=1.C(=O)([O-])[O-].[K+].[K+].[Cl:22][C:23]1[CH:28]=[CH:27][C:26](B(O)O)=[CH:25][CH:24]=1.O. (6) Given the product [CH3:1][O:2][CH2:3][O:4][C:5]1[CH:10]=[C:9]([O:11][CH2:12][O:13][CH3:14])[CH:8]=[CH:7][C:6]=1[CH:15]1[CH2:20][CH2:19][CH2:18][CH:17]([C:21]([OH:25])=[O:22])[CH2:16]1, predict the reactants needed to synthesize it. The reactants are: [CH3:1][O:2][CH2:3][O:4][C:5]1[CH:10]=[C:9]([O:11][CH2:12][O:13][CH3:14])[CH:8]=[CH:7][C:6]=1[CH:15]1[CH2:20][CH2:19][CH2:18][CH:17]([CH2:21][OH:22])[CH2:16]1.CC(C)=[O:25]. (7) Given the product [O:19]=[C:14]1[N:13]([C:7]2([C:10]([OH:12])=[O:11])[CH2:9][CH2:8]2)[CH2:18][CH2:17][O:16][CH2:15]1, predict the reactants needed to synthesize it. The reactants are: FC1C=NN([C:7]2([C:10]([OH:12])=[O:11])[CH2:9][CH2:8]2)C=1.[NH:13]1[CH2:18][CH2:17][O:16][CH2:15][C:14]1=[O:19].